From a dataset of Full USPTO retrosynthesis dataset with 1.9M reactions from patents (1976-2016). Predict the reactants needed to synthesize the given product. (1) Given the product [C@H:6]1([O:24][C:25]2[CH:26]=[CH:27][C:28]([C:31]3[CH:36]=[CH:35][C:34]([C:37]([OH:39])=[O:38])=[CH:33][CH:32]=3)=[CH:29][CH:30]=2)[O:7][C@H:8]([CH2:19][OH:20])[C@@H:9]([OH:15])[C@H:10]([OH:11])[C@@H:5]1[OH:4], predict the reactants needed to synthesize it. The reactants are: C([O:4][C@H:5]1[C@@H:10]([O:11]C(=O)C)[C@H:9]([O:15]C(=O)C)[C@@H:8]([CH2:19][O:20]C(=O)C)[O:7][C@@H:6]1[O:24][C:25]1[CH:30]=[CH:29][C:28]([C:31]2[CH:36]=[CH:35][C:34]([C:37]([O:39]C)=[O:38])=[CH:33][CH:32]=2)=[CH:27][CH:26]=1)(=O)C.C[O-].[Na+].O.[Li+].[OH-]. (2) Given the product [NH2:15][C:16](=[O:59])[C:17]([CH3:58])([CH3:57])[CH2:18][NH:19][C:20]([C@H:22]([CH:54]([CH3:56])[CH3:55])[CH2:23][C@@H:24]1[O:28][CH2:27][N:26]([C:29]([O:31][CH2:32][O:11][C:9]([O:8][CH2:7][C:5]2[N:4]=[CH:3][N:2]([CH3:1])[CH:6]=2)=[O:10])=[O:30])[C@H:25]1[CH2:34][C@H:35]([CH2:39][C:40]1[CH:45]=[CH:44][C:43]([O:46][CH3:47])=[C:42]([O:48][CH2:49][CH2:50][CH2:51][O:52][CH3:53])[CH:41]=1)[CH:36]([CH3:38])[CH3:37])=[O:21], predict the reactants needed to synthesize it. The reactants are: [CH3:1][N:2]1[CH:6]=[C:5]([CH2:7][OH:8])[N:4]=[CH:3]1.[C:9](=O)([O-:11])[O-:10].[Cs+].[Cs+].[NH2:15][C:16](=[O:59])[C:17]([CH3:58])([CH3:57])[CH2:18][NH:19][C:20]([C@H:22]([CH:54]([CH3:56])[CH3:55])[CH2:23][C@@H:24]1[O:28][CH2:27][N:26]([C:29]([O:31][CH2:32]Cl)=[O:30])[C@H:25]1[CH2:34][C@H:35]([CH2:39][C:40]1[CH:45]=[CH:44][C:43]([O:46][CH3:47])=[C:42]([O:48][CH2:49][CH2:50][CH2:51][O:52][CH3:53])[CH:41]=1)[CH:36]([CH3:38])[CH3:37])=[O:21]. (3) Given the product [NH:2]1[C:6]2[CH:7]=[CH:8][C:9]([C:11]([N:13]3[CH2:14][C@H:15]4[CH2:16][N:17]([C:35](=[O:36])[CH2:34][O:33][C:32]5[CH:38]=[C:39]([CH3:42])[CH:40]=[CH:41][C:31]=5[CH:28]([CH3:29])[CH3:30])[CH2:18][C@@H:19]4[CH2:20]3)=[O:12])=[CH:10][C:5]=2[N:4]=[N:3]1, predict the reactants needed to synthesize it. The reactants are: Cl.[NH:2]1[C:6]2[CH:7]=[CH:8][C:9]([C:11]([N:13]3[CH2:20][C@@H:19]4[C@H:15]([CH2:16][NH:17][CH2:18]4)[CH2:14]3)=[O:12])=[CH:10][C:5]=2[N:4]=[N:3]1.CN1CCOCC1.[CH:28]([C:31]1[CH:41]=[CH:40][C:39]([CH3:42])=[CH:38][C:32]=1[O:33][CH2:34][C:35](O)=[O:36])([CH3:30])[CH3:29].F[P-](F)(F)(F)(F)F.N1(OC(N(C)C)=[N+](C)C)C2N=CC=CC=2N=N1.